From a dataset of Reaction yield outcomes from USPTO patents with 853,638 reactions. Predict the reaction yield, written as a fraction of the theoretical maximum amount of product (1.0 means a 100% yield; for example, 0.34 means a 34% yield). The reactants are [CH3:1][O:2][C:3]1[CH:8]=[CH:7][CH:6]=[CH:5][C:4]=1[C:9]1([OH:17])[CH2:15][CH:14]2[NH:16][CH:11]([CH2:12][CH2:13]2)[CH2:10]1.[CH3:18][O:19][C:20]1[C:25]2[O:26][C@H:27]([CH2:30]OS(C3C=CC(C)=CC=3)(=O)=O)[CH2:28][O:29][C:24]=2[CH:23]=[CH:22][CH:21]=1. No catalyst specified. The product is [CH3:18][O:19][C:20]1[C:25]2[O:26][C@@H:27]([CH2:30][N:16]3[CH:11]4[CH2:12][CH2:13][CH:14]3[CH2:15][C:9]([C:4]3[CH:5]=[CH:6][CH:7]=[CH:8][C:3]=3[O:2][CH3:1])([OH:17])[CH2:10]4)[CH2:28][O:29][C:24]=2[CH:23]=[CH:22][CH:21]=1. The yield is 0.700.